This data is from Full USPTO retrosynthesis dataset with 1.9M reactions from patents (1976-2016). The task is: Predict the reactants needed to synthesize the given product. (1) Given the product [CH3:34][C:33]1[O:32][C:31]([C:35]2[CH:36]=[CH:37][CH:38]=[CH:39][CH:40]=2)=[N:30][C:29]=1[CH2:28][CH2:27][O:26][C:23]1[N:24]=[CH:25][C:20]([CH2:19][C:12]2([C:16]#[N:17])[CH2:13][CH2:14][CH2:15][O:11]2)=[CH:21][CH:22]=1, predict the reactants needed to synthesize it. The reactants are: C[Si]([N-][Si](C)(C)C)(C)C.[Na+].[O:11]1[CH2:15][CH2:14][CH2:13][CH:12]1[C:16]#[N:17].I[CH2:19][C:20]1[CH:21]=[CH:22][C:23]([O:26][CH2:27][CH2:28][C:29]2[N:30]=[C:31]([C:35]3[CH:40]=[CH:39][CH:38]=[CH:37][CH:36]=3)[O:32][C:33]=2[CH3:34])=[N:24][CH:25]=1. (2) The reactants are: [CH2:1]([O:8][C:9]1[C:14]([CH3:15])=[C:13]([CH3:16])[C:12]([O:17][CH2:18][C:19]2[CH:24]=[CH:23][CH:22]=[CH:21][CH:20]=2)=[C:11]([CH3:25])[C:10]=1[CH2:26][CH2:27][CH2:28]C(O)=O)[C:2]1[CH:7]=[CH:6][CH:5]=[CH:4][CH:3]=1.[C:32]([N:39]1[CH:43]=[CH:42]N=C1)(N1C=CN=C1)=[O:33].[CH2:44](N)CC. Given the product [CH2:1]([O:8][C:9]1[C:14]([CH3:15])=[C:13]([CH3:16])[C:12]([O:17][CH2:18][C:19]2[CH:24]=[CH:23][CH:22]=[CH:21][CH:20]=2)=[C:11]([CH3:25])[C:10]=1[CH2:26][CH2:27][CH2:28][C:32]([NH:39][CH2:43][CH2:42][CH3:44])=[O:33])[C:2]1[CH:3]=[CH:4][CH:5]=[CH:6][CH:7]=1, predict the reactants needed to synthesize it. (3) The reactants are: [F:1][C:2]1[CH:7]=[CH:6][C:5]([N:8]2[CH:12]=[C:11]([CH3:13])[N:10]=[N:9]2)=[CH:4][CH:3]=1.[Li]CCCC.CN([CH:22]=[O:23])C.[Cl-].[NH4+]. Given the product [F:1][C:2]1[CH:3]=[CH:4][C:5]([N:8]2[C:12]([CH:22]=[O:23])=[C:11]([CH3:13])[N:10]=[N:9]2)=[CH:6][CH:7]=1, predict the reactants needed to synthesize it. (4) Given the product [ClH:21].[N:2]1[CH:7]=[CH:6][CH:5]=[CH:4][C:3]=1[C:8]1[CH:9]=[CH:10][C:11]([NH:34][C:24]([C:23]2[CH:27]=[C:28]([N+:31]([O-:33])=[O:32])[CH:29]=[CH:30][C:22]=2[Cl:21])=[O:25])=[CH:12][CH:13]=1, predict the reactants needed to synthesize it. The reactants are: Cl.[N:2]1[CH:7]=[CH:6][CH:5]=[CH:4][C:3]=1[C:8]1[CH:13]=[CH:12][CH:11]=[CH:10][C:9]=1C1C=CC(N)=CC=1.[Cl:21][C:22]1[CH:30]=[CH:29][C:28]([N+:31]([O-:33])=[O:32])=[CH:27][C:23]=1[C:24](Cl)=[O:25].[N:34]1C=CC=CC=1. (5) Given the product [CH3:1][C:2]1[N:3]=[C:4]([NH:7][C:8]([C:10]2[C:15]([NH:16][C:17]3[CH:18]=[CH:32][CH:25]=[C:21]([C:20]#[N:19])[CH:22]=3)=[CH:14][CH:13]=[C:12]([CH3:23])[N:11]=2)=[O:9])[S:5][CH:6]=1, predict the reactants needed to synthesize it. The reactants are: [CH3:1][C:2]1[N:3]=[C:4]([NH:7][C:8]([C:10]2[C:15]([NH:16][C:17]3[CH:18]=[N:19][CH:20]=[CH:21][CH:22]=3)=[CH:14][CH:13]=[C:12]([CH3:23])[N:11]=2)=[O:9])[S:5][CH:6]=1.Br[C:25]1C=C(C=C[CH:32]=1)C#N. (6) Given the product [OH:11][C:8]1[CH:9]=[CH:10][C:5]([CH2:4][C:3]([NH:13][NH2:14])=[O:2])=[CH:6][CH:7]=1, predict the reactants needed to synthesize it. The reactants are: C[O:2][C:3](=O)[CH2:4][C:5]1[CH:10]=[CH:9][C:8]([OH:11])=[CH:7][CH:6]=1.[NH2:13][NH2:14].